This data is from Forward reaction prediction with 1.9M reactions from USPTO patents (1976-2016). The task is: Predict the product of the given reaction. (1) Given the reactants [CH:1]([C:4]1[NH:5][C:6]([CH2:9][C:10]#[N:11])=[N:7][N:8]=1)([CH3:3])[CH3:2].C([O:14][C:15](=O)[CH:16]([C:20]1[CH:25]=[CH:24][CH:23]=[CH:22][CH:21]=1)[C:17]([CH3:19])=O)C.C([O-])(=O)C.[NH4+], predict the reaction product. The product is: [CH3:19][C:17]1[C:9]([C:10]#[N:11])=[C:6]2[NH:5][C:4]([CH:1]([CH3:3])[CH3:2])=[N:8][N:7]2[C:15](=[O:14])[C:16]=1[C:20]1[CH:25]=[CH:24][CH:23]=[CH:22][CH:21]=1. (2) Given the reactants ClCCl.[CH3:4][C:5]1[C:13]2[C:8](=[CH:9][C:10]([N+:14]([O-:16])=[O:15])=[CH:11][CH:12]=2)[NH:7][N:6]=1.[C:17](O[C:17]([O:19][C:20]([CH3:23])([CH3:22])[CH3:21])=[O:18])([O:19][C:20]([CH3:23])([CH3:22])[CH3:21])=[O:18].C(N(CC)CC)C, predict the reaction product. The product is: [CH3:4][C:5]1[C:13]2[C:8](=[CH:9][C:10]([N+:14]([O-:16])=[O:15])=[CH:11][CH:12]=2)[N:7]([C:17]([O:19][C:20]([CH3:23])([CH3:22])[CH3:21])=[O:18])[N:6]=1. (3) Given the reactants [H-].[Na+].[C:3]([C:6]1[CH:10]=[C:9]([CH3:11])[S:8][C:7]=1[CH3:12])(=[O:5])[CH3:4].C[O:14][C:15](=O)[C:16]1[CH:21]=[CH:20][C:19]([C:22]([CH3:25])([CH3:24])[CH3:23])=[CH:18][CH:17]=1.Cl, predict the reaction product. The product is: [C:22]([C:19]1[CH:18]=[CH:17][C:16]([C:15](=[O:14])[CH2:4][C:3]([C:6]2[CH:10]=[C:9]([CH3:11])[S:8][C:7]=2[CH3:12])=[O:5])=[CH:21][CH:20]=1)([CH3:25])([CH3:23])[CH3:24]. (4) Given the reactants CS(O[C:6]1[CH:11]=[CH:10][C:9]([C:12]([CH3:15])([CH3:14])[CH3:13])=[CH:8][C:7]=1[C:16]([CH3:19])([CH3:18])[CH3:17])(=O)=O.C([O-])=O.[Li+].CO, predict the reaction product. The product is: [C:12]([C:9]1[CH:10]=[CH:11][CH:6]=[C:7]([C:16]([CH3:19])([CH3:18])[CH3:17])[CH:8]=1)([CH3:15])([CH3:14])[CH3:13]. (5) Given the reactants C(OC(N1CCC(C2C=CC(N)=C(OC)C=2)(O)CC1)=O)(C)(C)C.[C:24]([O:28][C:29]([N:31]1[CH2:36][CH2:35][C:34]([OH:67])([C:37]2[CH:42]=[CH:41][C:40]([NH:43][C:44]3[N:49]=[CH:48][C:47]4=[CH:50][CH:51]=[C:52]([C:53]5[CH:58]=[CH:57][CH:56]=[CH:55][C:54]=5[N:59]([S:61]([CH3:64])(=[O:63])=[O:62])[CH3:60])[N:46]4[N:45]=3)=[C:39]([O:65][CH3:66])[CH:38]=2)[CH2:33][CH2:32]1)=[O:30])([CH3:27])([CH3:26])[CH3:25].CS(N(C)C1C=CC=CC=1C1N2C(C=NC(OS(C(F)(F)F)(=O)=O)=N2)=CC=1)(=O)=O.C(N(CC)C(C)C)(C)C, predict the reaction product. The product is: [C:24]([O:28][C:29]([N:31]1[CH2:36][CH2:35][C:34]([OH:67])([C:37]2[CH:42]=[CH:41][C:40]([NH:43][C:44]3[N:49]=[CH:48][C:47]4=[CH:50][CH:51]=[C:52]([C:53]5[CH:58]=[CH:57][CH:56]=[CH:55][C:54]=5[N:59]([S:61]([CH3:64])(=[O:62])=[O:63])[CH3:60])[N:46]4[N:45]=3)=[C:39]([O:65][CH3:66])[CH:38]=2)[CH2:33][CH2:32]1)=[O:30])([CH3:26])([CH3:27])[CH3:25].